Predict which catalyst facilitates the given reaction. From a dataset of Catalyst prediction with 721,799 reactions and 888 catalyst types from USPTO. Reactant: [Cl:1][C:2]1[CH:3]=[C:4]2[C:8](=[CH:9][CH:10]=1)[NH:7][C:6]([C:11](=[O:16])[CH2:12][CH2:13][CH2:14][CH3:15])=[CH:5]2.[H-].[Na+].[CH2:19](Br)[C:20]1[CH:25]=[CH:24][CH:23]=[CH:22][CH:21]=1. Product: [Cl:1][C:2]1[CH:3]=[C:4]2[C:8](=[CH:9][CH:10]=1)[N:7]([CH2:19][C:20]1[CH:25]=[CH:24][CH:23]=[CH:22][CH:21]=1)[C:6]([C:11](=[O:16])[CH2:12][CH2:13][CH2:14][CH3:15])=[CH:5]2. The catalyst class is: 3.